Dataset: Reaction yield outcomes from USPTO patents with 853,638 reactions. Task: Predict the reaction yield, written as a fraction of the theoretical maximum amount of product (1.0 means a 100% yield; for example, 0.34 means a 34% yield). (1) The product is [OH:17][C@@H:16]1[CH2:15][C@H:14]([OH:25])[C@H:13]([CH2:26]/[CH:27]=[CH:28]\[CH2:29][CH2:30][CH2:31][C:32]([O:34][CH:35]([CH3:37])[CH3:36])=[O:33])[C@H:12]1/[CH:11]=[CH:10]/[C@@H:9]([OH:8])[CH2:38][CH2:39][C:40]1[CH:41]=[CH:42][CH:43]=[CH:44][CH:45]=1. The reactants are [Si]([O:8][C@@H:9]([CH2:38][CH2:39][C:40]1[CH:45]=[CH:44][CH:43]=[CH:42][CH:41]=1)/[CH:10]=[CH:11]/[C@H:12]1[C@H:16]([O:17][Si](C(C)(C)C)(C)C)[CH2:15][C@H:14]([OH:25])[C@@H:13]1[CH2:26]/[CH:27]=[CH:28]\[CH2:29][CH2:30][CH2:31][C:32]([O:34][CH:35]([CH3:37])[CH3:36])=[O:33])(C(C)(C)C)(C)C.C([O-])(O)=O.[Na+]. The catalyst is CC(O)C. The yield is 0.840. (2) The reactants are C(=O)=O.CC(C)=O.[NH2:8][C:9]1[S:10][C:11]2[C:16]([NH:17][C@H:18]([CH2:21][CH:22]([CH3:24])[CH3:23])[CH2:19][OH:20])=[N:15][C:14]([S:25]CC3C=CC=CC=3)=[N:13][C:12]=2[N:33]=1.[Na].[NH4+].[Cl-]. The catalyst is N. The product is [NH2:8][C:9]1[S:10][C:11]2[C:16]([NH:17][C@H:18]([CH2:21][CH:22]([CH3:23])[CH3:24])[CH2:19][OH:20])=[N:15][C:14]([SH:25])=[N:13][C:12]=2[N:33]=1. The yield is 0.930.